Dataset: Peptide-MHC class I binding affinity with 185,985 pairs from IEDB/IMGT. Task: Regression. Given a peptide amino acid sequence and an MHC pseudo amino acid sequence, predict their binding affinity value. This is MHC class I binding data. (1) The peptide sequence is KEGKLQCRI. The MHC is HLA-A02:03 with pseudo-sequence HLA-A02:03. The binding affinity (normalized) is 0.0847. (2) The peptide sequence is IASPAWFLF. The MHC is HLA-E01:01 with pseudo-sequence HLA-E01:03. The binding affinity (normalized) is 0.466.